This data is from Catalyst prediction with 721,799 reactions and 888 catalyst types from USPTO. The task is: Predict which catalyst facilitates the given reaction. (1) Reactant: [C:1]([C:3]1[CH:8]=[CH:7][C:6]([C:9]2[C:14]([CH3:15])=[CH:13][CH:12]=[C:11]([C:16]([OH:18])=O)[CH:10]=2)=[CH:5][CH:4]=1)#[N:2].C(Cl)(=O)C(Cl)=O.[N:25]1([S:31]([C:34]2[CH:39]=[CH:38][C:37]([NH2:40])=[CH:36][CH:35]=2)(=[O:33])=[O:32])[CH2:30][CH2:29][O:28][CH2:27][CH2:26]1.C(N(CC)CC)C. Product: [N:25]1([S:31]([C:34]2[CH:35]=[CH:36][C:37]([NH:40][C:16]([C:11]3[CH:10]=[C:9]([C:6]4[CH:5]=[CH:4][C:3]([C:1]#[N:2])=[CH:8][CH:7]=4)[C:14]([CH3:15])=[CH:13][CH:12]=3)=[O:18])=[CH:38][CH:39]=2)(=[O:33])=[O:32])[CH2:26][CH2:27][O:28][CH2:29][CH2:30]1. The catalyst class is: 59. (2) Reactant: [Cl:1][C:2]1[CH:9]=[CH:8][C:5]([C:6]#[N:7])=[C:4](F)[CH:3]=1.Br.[CH3:12][N:13]([CH2:15][C:16]1[C:17]([S:23][CH2:24][CH3:25])=[C:18]([OH:22])[CH:19]=[CH:20][CH:21]=1)[CH3:14].C(=O)([O-])[O-].[Cs+].[Cs+].O. Product: [Cl:1][C:2]1[CH:9]=[CH:8][C:5]([C:6]#[N:7])=[C:4]([O:22][C:18]2[CH:19]=[CH:20][CH:21]=[C:16]([CH2:15][N:13]([CH3:12])[CH3:14])[C:17]=2[S:23][CH2:24][CH3:25])[CH:3]=1. The catalyst class is: 3. (3) Reactant: [C:1]([CH2:3][C:4]1[CH:9]=[C:8]([CH3:10])[CH:7]=[C:6]([O:11][CH3:12])[CH:5]=1)#N.[OH-:13].[Na+].[OH2:15]. Product: [CH3:12][O:11][C:6]1[CH:5]=[C:4]([CH2:3][C:1]([OH:15])=[O:13])[CH:9]=[C:8]([CH3:10])[CH:7]=1. The catalyst class is: 8. (4) Reactant: C[O:2][C:3]([C:5]1[CH:10]=[CH:9][C:8]([C:11]2[CH:16]=[CH:15][C:14]([CH:17]([C:29]3[CH:34]=[CH:33][CH:32]=[CH:31][C:30]=3[CH3:35])[CH2:18][C:19]([C:21]3[CH:26]=[CH:25][C:24](=[O:27])[N:23]([CH3:28])[CH:22]=3)=[O:20])=[CH:13][CH:12]=2)=[CH:7][C:6]=1[F:36])=[O:4].[Li+].[OH-].Cl. Product: [F:36][C:6]1[CH:7]=[C:8]([C:11]2[CH:12]=[CH:13][C:14]([CH:17]([C:29]3[CH:34]=[CH:33][CH:32]=[CH:31][C:30]=3[CH3:35])[CH2:18][C:19]([C:21]3[CH:26]=[CH:25][C:24](=[O:27])[N:23]([CH3:28])[CH:22]=3)=[O:20])=[CH:15][CH:16]=2)[CH:9]=[CH:10][C:5]=1[C:3]([OH:4])=[O:2]. The catalyst class is: 36.